This data is from Forward reaction prediction with 1.9M reactions from USPTO patents (1976-2016). The task is: Predict the product of the given reaction. Given the reactants [N:1]1([C:6]2[CH:13]=[CH:12][CH:11]=[CH:10][C:7]=2[CH:8]=[O:9])[CH:5]=[CH:4][CH:3]=[N:2]1.[F:14][C:15]([Si](C)(C)C)([F:17])[F:16], predict the reaction product. The product is: [F:14][C:15]([F:17])([F:16])[CH:8]([C:7]1[CH:10]=[CH:11][CH:12]=[CH:13][C:6]=1[N:1]1[CH:5]=[CH:4][CH:3]=[N:2]1)[OH:9].